This data is from Full USPTO retrosynthesis dataset with 1.9M reactions from patents (1976-2016). The task is: Predict the reactants needed to synthesize the given product. (1) Given the product [CH3:1][O:2][C:3]([C:5]1[O:6][C:7]2[CH:13]=[CH:12][C:11]([O:14][C:16]3[S:17][C:18]4[CH:24]=[CH:23][CH:22]=[CH:21][C:19]=4[N:20]=3)=[CH:10][C:8]=2[CH:9]=1)=[O:4], predict the reactants needed to synthesize it. The reactants are: [CH3:1][O:2][C:3]([C:5]1[O:6][C:7]2[CH:13]=[CH:12][C:11]([OH:14])=[CH:10][C:8]=2[CH:9]=1)=[O:4].Cl[C:16]1[S:17][C:18]2[CH:24]=[CH:23][CH:22]=[CH:21][C:19]=2[N:20]=1.C([O-])([O-])=O.[Cs+].[Cs+]. (2) Given the product [CH2:1]([O:8][C:9]1[C:14](=[O:15])[CH:13]=[CH:12][N:20]([CH2:19][CH:18]([F:21])[F:17])[C:10]=1[CH3:16])[C:2]1[CH:3]=[CH:4][CH:5]=[CH:6][CH:7]=1, predict the reactants needed to synthesize it. The reactants are: [CH2:1]([O:8][C:9]1[C:14](=[O:15])[CH:13]=[CH:12]O[C:10]=1[CH3:16])[C:2]1[CH:7]=[CH:6][CH:5]=[CH:4][CH:3]=1.[F:17][CH:18]([F:21])[CH2:19][NH2:20].Cl.C(N(CC)CC)C. (3) Given the product [F:15][C:9]1[CH:10]=[CH:11][CH:12]=[C:13]2[C:8]=1[C:7](=[O:16])[N:6]([C:17]1[CH:22]=[CH:21][CH:20]=[CH:19][CH:18]=1)[C:5]([C@@H:2]([NH:1][C:24]1[N:32]=[CH:31][N:30]=[C:29]3[C:25]=1[N:26]=[CH:27][N:28]3[CH:33]1[CH2:38][CH2:37][CH2:36][CH2:35][O:34]1)[CH2:3][CH3:4])=[CH:14]2, predict the reactants needed to synthesize it. The reactants are: [NH2:1][C@H:2]([C:5]1[N:6]([C:17]2[CH:22]=[CH:21][CH:20]=[CH:19][CH:18]=2)[C:7](=[O:16])[C:8]2[C:13]([CH:14]=1)=[CH:12][CH:11]=[CH:10][C:9]=2[F:15])[CH2:3][CH3:4].Cl[C:24]1[N:32]=[CH:31][N:30]=[C:29]2[C:25]=1[N:26]=[CH:27][N:28]2[CH:33]1[CH2:38][CH2:37][CH2:36][CH2:35][O:34]1. (4) The reactants are: Cl.[NH:2]1[CH2:6][CH2:5][CH2:4][C@@H:3]1[CH2:7][CH2:8][OH:9].C(N(C(C)C)CC)(C)C.[CH3:19][C:20]1[CH:25]=[CH:24][C:23]([S:26](Cl)(=[O:28])=[O:27])=[CH:22][C:21]=1[N+:30]([O-:32])=[O:31].C(=O)(O)[O-].[Na+]. Given the product [CH3:19][C:20]1[CH:25]=[CH:24][C:23]([S:26]([N:2]2[CH2:6][CH2:5][CH2:4][C@@H:3]2[CH2:7][CH2:8][OH:9])(=[O:27])=[O:28])=[CH:22][C:21]=1[N+:30]([O-:32])=[O:31], predict the reactants needed to synthesize it. (5) Given the product [Br:8][C:6]1[CH:7]=[C:2]([NH:9][CH2:10][CH2:11][NH:12][C:13](=[O:19])[O:14][C:15]([CH3:17])([CH3:16])[CH3:18])[CH:3]=[N:4][CH:5]=1, predict the reactants needed to synthesize it. The reactants are: Br[C:2]1[CH:3]=[N:4][CH:5]=[C:6]([Br:8])[CH:7]=1.[NH2:9][CH2:10][CH2:11][NH:12][C:13](=[O:19])[O:14][C:15]([CH3:18])([CH3:17])[CH3:16].CC1(C)C2C(=C(P(C3C=CC=CC=3)C3C=CC=CC=3)C=CC=2)OC2C(P(C3C=CC=CC=3)C3C=CC=CC=3)=CC=CC1=2.C(=O)([O-])[O-].[Cs+].[Cs+].